The task is: Predict the reaction yield, written as a fraction of the theoretical maximum amount of product (1.0 means a 100% yield; for example, 0.34 means a 34% yield).. This data is from Reaction yield outcomes from USPTO patents with 853,638 reactions. The reactants are [Cl:1][C:2]1[C:7]([Cl:8])=[C:6]([Cl:9])[CH:5]=[CH:4][C:3]=1[OH:10].F[C:12]1[CH:17]=[CH:16][CH:15]=[CH:14][C:13]=1[N+:18]([O-:20])=[O:19].[Cl:21][C:22]1[C:35]([Cl:36])=[C:34]([Cl:37])[CH:33]=[CH:32][C:23]=1[O:24][C:25]1[CH:31]=[CH:30][CH:29]=[CH:28][C:26]=1[NH2:27].[NH2:38][C:39]1[S:40][CH:41]=[CH:42][N:43]=1. No catalyst specified. The product is [Cl:1][C:2]1[C:7]([Cl:8])=[C:6]([Cl:9])[CH:5]=[CH:4][C:3]=1[O:10][C:12]1[CH:17]=[CH:16][CH:15]=[CH:14][C:13]=1[N+:18]([O-:20])=[O:19].[Cl:21][C:22]1[C:35]([Cl:36])=[C:34]([Cl:37])[CH:33]=[CH:32][C:23]=1[O:24][C:25]1[CH:31]=[CH:30][CH:29]=[CH:28][C:26]=1[NH:27][C:3]([NH:38][C:39]1[S:40][CH:41]=[CH:42][N:43]=1)=[O:10]. The yield is 0.650.